Dataset: Forward reaction prediction with 1.9M reactions from USPTO patents (1976-2016). Task: Predict the product of the given reaction. (1) Given the reactants C[O:2][C:3]1[C:17]2[C:12](=[CH:13][CH:14]=[CH:15][CH:16]=2)[N:11]([C:18]([NH2:20])=[O:19])[C:10]2[C:5](=[CH:6][CH:7]=[CH:8][CH:9]=2)[CH:4]=1.C(O)(=O)C(O)=O.C(O)(C)C, predict the reaction product. The product is: [CH:7]1[CH:8]=[CH:9][C:10]2[N:11]([C:18]([NH2:20])=[O:19])[C:12]3[CH:13]=[CH:14][CH:15]=[CH:16][C:17]=3[C:3](=[O:2])[CH2:4][C:5]=2[CH:6]=1. (2) Given the reactants [Cr](O[Cr]([O-])(=O)=O)([O-])(=O)=O.[NH+]1C=CC=CC=1.[NH+]1C=CC=CC=1.[CH3:22][O:23][C:24]1[C:29]([O:30][CH3:31])=[CH:28][C:27]([CH:32]([C:34]2[CH:39]=[C:38]([O:40][CH3:41])[C:37]([O:42][CH3:43])=[C:36]([O:44][CH3:45])[CH:35]=2)[OH:33])=[C:26]([N+:46]([O-:48])=[O:47])[CH:25]=1.C(Cl)Cl, predict the reaction product. The product is: [CH3:22][O:23][C:24]1[C:29]([O:30][CH3:31])=[CH:28][C:27]([C:32]([C:34]2[CH:35]=[C:36]([O:44][CH3:45])[C:37]([O:42][CH3:43])=[C:38]([O:40][CH3:41])[CH:39]=2)=[O:33])=[C:26]([N+:46]([O-:48])=[O:47])[CH:25]=1. (3) Given the reactants Cl[C:2]1[C:10]([N+:11]([O-:13])=[O:12])=[C:9]2[C:5]([C:6](=[O:15])[C:7](=[O:14])[NH:8]2)=[CH:4][CH:3]=1.[CH3:16][O-:17].[Na+].Cl, predict the reaction product. The product is: [CH3:16][O:17][C:2]1[C:10]([N+:11]([O-:13])=[O:12])=[C:9]2[C:5]([C:6](=[O:15])[C:7](=[O:14])[NH:8]2)=[CH:4][CH:3]=1. (4) Given the reactants [NH2:1][C:2]1[CH:7]=[C:6]([Cl:8])[CH:5]=[C:4]([Cl:9])[N:3]=1.[NH:10]1[CH2:15][CH2:14][O:13][CH2:12][CH2:11]1.CS(C)=O, predict the reaction product. The product is: [Cl:8][C:6]1[CH:5]=[C:4]([N:10]2[CH2:15][CH2:14][O:13][CH2:12][CH2:11]2)[N:3]=[C:2]([NH2:1])[CH:7]=1.[Cl:9][C:4]1[N:3]=[C:2]([NH2:1])[CH:7]=[C:6]([N:10]2[CH2:15][CH2:14][O:13][CH2:12][CH2:11]2)[CH:5]=1. (5) Given the reactants [CH3:1][CH:2]([CH2:4][CH2:5][CH2:6][C@H:7]([C@@H:9]1[C@:27]2([CH3:28])[C@H:12]([C@H:13]3[C@H:24]([CH2:25][CH2:26]2)[C@:22]2([CH3:23])[C:16]([CH2:17][C@H:18]([CH2:20][CH2:21]2)[OH:19])=[CH:15][CH2:14]3)[CH2:11][CH2:10]1)[CH3:8])[CH3:3].CO.O.C(O)(=[O:34])C.OS(O)(=O)=O, predict the reaction product. The product is: [OH:34][C:2]([CH2:4][CH2:5][CH2:6][C@H:7]([C@@H:9]1[C@:27]2([CH3:28])[C@H:12]([C@H:13]3[C@H:24]([CH2:25][CH2:26]2)[C@:22]2([CH3:23])[C:16]([CH2:17][C@H:18]([CH2:20][CH2:21]2)[OH:19])=[CH:15][CH2:14]3)[CH2:11][CH2:10]1)[CH3:8])([CH3:1])[CH3:3]. (6) Given the reactants N1C=CC=CC=1.Cl.[C:8]1([CH3:28])[CH:13]=[C:12]([CH3:14])[CH:11]=[C:10]([CH3:15])[C:9]=1[NH:16][CH:17]=[N:18][C:19]1[C:24]([CH3:25])=[CH:23][C:22]([CH3:26])=[CH:21][C:20]=1[CH3:27], predict the reaction product. The product is: [C:20]1([CH3:27])[CH:21]=[C:22]([CH3:26])[CH:23]=[C:24]([CH3:25])[C:19]=1[NH:18][CH:17]=[N:16][C:9]1[C:8]([CH3:28])=[CH:13][C:12]([CH3:14])=[CH:11][C:10]=1[CH3:15]. (7) Given the reactants Br[C:2]1[CH:3]=[C:4]([CH3:7])[S:5][CH:6]=1.C(=O)([O-])[O-].[Cs+].[Cs+].[CH2:14]([O:17][CH:18]1[CH2:23][CH2:22][CH2:21][CH2:20][O:19]1)[C:15]#[CH:16].C1(P(C2CCCCC2)C2C=CC=CC=2C2C(C(C)C)=CC(C(C)C)=CC=2C(C)C)CCCCC1, predict the reaction product. The product is: [CH3:7][C:4]1[S:5][CH:6]=[C:2]([C:16]#[C:15][CH2:14][O:17][CH:18]2[CH2:23][CH2:22][CH2:21][CH2:20][O:19]2)[CH:3]=1. (8) Given the reactants [Cl:1][C:2]1[C:11]2[C:6](=[CH:7][CH:8]=[C:9]([OH:12])[CH:10]=2)[N:5]=[CH:4][N:3]=1.O[C@@H:14]1[CH2:18][CH2:17][N:16]([C:19]([O:21][C:22]([CH3:25])([CH3:24])[CH3:23])=[O:20])[CH2:15]1, predict the reaction product. The product is: [Cl:1][C:2]1[C:11]2[C:6](=[CH:7][CH:8]=[C:9]([O:12][C@H:18]3[CH2:14][CH2:15][N:16]([C:19]([O:21][C:22]([CH3:25])([CH3:24])[CH3:23])=[O:20])[CH2:17]3)[CH:10]=2)[N:5]=[CH:4][N:3]=1.